From a dataset of NCI-60 drug combinations with 297,098 pairs across 59 cell lines. Regression. Given two drug SMILES strings and cell line genomic features, predict the synergy score measuring deviation from expected non-interaction effect. (1) Drug 1: CC1=C2C(C(=O)C3(C(CC4C(C3C(C(C2(C)C)(CC1OC(=O)C(C(C5=CC=CC=C5)NC(=O)C6=CC=CC=C6)O)O)OC(=O)C7=CC=CC=C7)(CO4)OC(=O)C)O)C)OC(=O)C. Drug 2: C1CN1C2=NC(=NC(=N2)N3CC3)N4CC4. Cell line: SR. Synergy scores: CSS=70.0, Synergy_ZIP=0.187, Synergy_Bliss=0.513, Synergy_Loewe=-0.899, Synergy_HSA=1.24. (2) Drug 1: CS(=O)(=O)CCNCC1=CC=C(O1)C2=CC3=C(C=C2)N=CN=C3NC4=CC(=C(C=C4)OCC5=CC(=CC=C5)F)Cl. Drug 2: CC12CCC3C(C1CCC2O)C(CC4=C3C=CC(=C4)O)CCCCCCCCCS(=O)CCCC(C(F)(F)F)(F)F. Cell line: 786-0. Synergy scores: CSS=1.22, Synergy_ZIP=-0.857, Synergy_Bliss=0.0610, Synergy_Loewe=-1.92, Synergy_HSA=-2.17. (3) Cell line: SNB-75. Drug 2: CC1=C(C=C(C=C1)C(=O)NC2=CC(=CC(=C2)C(F)(F)F)N3C=C(N=C3)C)NC4=NC=CC(=N4)C5=CN=CC=C5. Synergy scores: CSS=3.99, Synergy_ZIP=-2.06, Synergy_Bliss=-1.46, Synergy_Loewe=-0.570, Synergy_HSA=-1.98. Drug 1: C1CC(=O)NC(=O)C1N2CC3=C(C2=O)C=CC=C3N. (4) Synergy scores: CSS=70.7, Synergy_ZIP=-3.42, Synergy_Bliss=-3.94, Synergy_Loewe=3.18, Synergy_HSA=4.46. Drug 1: CC1=C(C(=CC=C1)Cl)NC(=O)C2=CN=C(S2)NC3=CC(=NC(=N3)C)N4CCN(CC4)CCO. Cell line: SK-OV-3. Drug 2: CC1CC(C(C(C=C(C(C(C=CC=C(C(=O)NC2=CC(=O)C(=C(C1)C2=O)OC)C)OC)OC(=O)N)C)C)O)OC. (5) Drug 1: CC1C(C(CC(O1)OC2CC(CC3=C2C(=C4C(=C3O)C(=O)C5=C(C4=O)C(=CC=C5)OC)O)(C(=O)C)O)N)O.Cl. Drug 2: C1=CN(C(=O)N=C1N)C2C(C(C(O2)CO)O)O.Cl. Cell line: MCF7. Synergy scores: CSS=27.0, Synergy_ZIP=-5.10, Synergy_Bliss=-0.117, Synergy_Loewe=-0.585, Synergy_HSA=1.65. (6) Drug 1: C1CC(=O)NC(=O)C1N2CC3=C(C2=O)C=CC=C3N. Drug 2: C1=NC2=C(N1)C(=S)N=C(N2)N. Cell line: U251. Synergy scores: CSS=35.2, Synergy_ZIP=-5.40, Synergy_Bliss=-3.49, Synergy_Loewe=-8.88, Synergy_HSA=-1.35. (7) Drug 1: C(=O)(N)NO. Drug 2: C1CC(=O)NC(=O)C1N2C(=O)C3=CC=CC=C3C2=O. Cell line: HOP-92. Synergy scores: CSS=1.88, Synergy_ZIP=-0.153, Synergy_Bliss=-0.0172, Synergy_Loewe=-1.30, Synergy_HSA=-1.34. (8) Drug 1: CC(C1=C(C=CC(=C1Cl)F)Cl)OC2=C(N=CC(=C2)C3=CN(N=C3)C4CCNCC4)N. Drug 2: CS(=O)(=O)C1=CC(=C(C=C1)C(=O)NC2=CC(=C(C=C2)Cl)C3=CC=CC=N3)Cl. Cell line: HCT116. Synergy scores: CSS=23.9, Synergy_ZIP=-5.34, Synergy_Bliss=2.14, Synergy_Loewe=-10.6, Synergy_HSA=0.657. (9) Drug 1: CC1=C2C(C(=O)C3(C(CC4C(C3C(C(C2(C)C)(CC1OC(=O)C(C(C5=CC=CC=C5)NC(=O)OC(C)(C)C)O)O)OC(=O)C6=CC=CC=C6)(CO4)OC(=O)C)OC)C)OC. Drug 2: C(CC(=O)O)C(=O)CN.Cl. Cell line: BT-549. Synergy scores: CSS=47.4, Synergy_ZIP=1.85, Synergy_Bliss=-0.967, Synergy_Loewe=-13.0, Synergy_HSA=0.269. (10) Drug 1: CC1=C(C(CCC1)(C)C)C=CC(=CC=CC(=CC(=O)O)C)C. Drug 2: CN(CCCl)CCCl.Cl. Cell line: SK-MEL-5. Synergy scores: CSS=18.2, Synergy_ZIP=-5.49, Synergy_Bliss=-3.19, Synergy_Loewe=-14.1, Synergy_HSA=-5.08.